Dataset: Catalyst prediction with 721,799 reactions and 888 catalyst types from USPTO. Task: Predict which catalyst facilitates the given reaction. (1) Reactant: [OH:1][C@H:2]([C:26]1[CH:31]=[CH:30][C:29]([OH:32])=[C:28]([CH2:33][OH:34])[CH:27]=1)[CH2:3][NH:4][CH2:5][CH2:6][CH2:7][CH2:8][CH2:9][CH2:10][CH2:11][O:12][CH2:13][CH2:14][CH2:15][C:16]1[CH:17]=[C:18]([S:22]([NH2:25])(=[O:24])=[O:23])[CH:19]=[CH:20][CH:21]=1.[CH:35]1[C:44]2[C:39](=[CH:40][CH:41]=[CH:42][CH:43]=2)[CH:38]=[CH:37][C:36]=1/[CH:45]=[CH:46]/[C:47]([OH:49])=[O:48]. Product: [CH:35]1[C:44]2[C:39](=[CH:40][CH:41]=[CH:42][CH:43]=2)[CH:38]=[CH:37][C:36]=1/[CH:45]=[CH:46]/[C:47]([OH:49])=[O:48].[OH:1][C@H:2]([C:26]1[CH:31]=[CH:30][C:29]([OH:32])=[C:28]([CH2:33][OH:34])[CH:27]=1)[CH2:3][NH:4][CH2:5][CH2:6][CH2:7][CH2:8][CH2:9][CH2:10][CH2:11][O:12][CH2:13][CH2:14][CH2:15][C:16]1[CH:17]=[C:18]([S:22]([NH2:25])(=[O:24])=[O:23])[CH:19]=[CH:20][CH:21]=1. The catalyst class is: 8. (2) Reactant: [CH3:1][S:2](Cl)(=[O:4])=[O:3].[F:6][CH:7]([F:21])[O:8][C:9]1[CH:18]=[CH:17][C:16]2[C:11](=[CH:12][CH:13]=[CH:14][CH:15]=2)[C:10]=1[CH2:19][OH:20]. Product: [CH3:1][S:2]([O:20][CH2:19][C:10]1[C:11]2[C:16](=[CH:15][CH:14]=[CH:13][CH:12]=2)[CH:17]=[CH:18][C:9]=1[O:8][CH:7]([F:21])[F:6])(=[O:4])=[O:3]. The catalyst class is: 2. (3) Reactant: [F:1][C:2]1[C:7]([S:8]([C:11]([F:14])([F:13])[F:12])(=[O:10])=[O:9])=[CH:6][CH:5]=[CH:4][C:3]=1[CH:15]1[CH2:20][CH2:19][NH:18][CH2:17][CH2:16]1.C(=O)([O-])[O-].[K+].[K+].I[CH2:28][CH3:29].Cl. Product: [CH2:28]([N:18]1[CH2:19][CH2:20][CH:15]([C:3]2[CH:4]=[CH:5][CH:6]=[C:7]([S:8]([C:11]([F:14])([F:13])[F:12])(=[O:9])=[O:10])[C:2]=2[F:1])[CH2:16][CH2:17]1)[CH3:29]. The catalyst class is: 10. (4) The catalyst class is: 117. Reactant: [C:1]([O:4][CH2:5][C:6]1[CH:11]=[C:10]([O:12][C:13]2[C:18]3[CH:19]=[CH:20][O:21][C:17]=3[CH:16]=[CH:15][N:14]=2)[CH:9]=[CH:8][C:7]=1B1OC(C)(C)C(C)(C)O1)(=[O:3])[CH3:2].Br[C:32]1[C:33]([CH3:39])=[N:34][CH:35]=[N:36][C:37]=1[CH3:38].C(=O)([O-])[O-].[K+].[K+]. Product: [C:1]([O:4][CH2:5][C:6]1[CH:11]=[C:10]([O:12][C:13]2[C:18]3[CH:19]=[CH:20][O:21][C:17]=3[CH:16]=[CH:15][N:14]=2)[CH:9]=[CH:8][C:7]=1[C:32]1[C:33]([CH3:39])=[N:34][CH:35]=[N:36][C:37]=1[CH3:38])(=[O:3])[CH3:2]. (5) Reactant: [C:1]([O:5][C:6]([N:8]1[CH2:12][CH2:11][C@H:10]([OH:13])[CH2:9]1)=[O:7])([CH3:4])([CH3:3])[CH3:2].[CH2:14]([N:21]1[CH2:31][CH2:30][C:24]2[N:25]=[CH:26][N:27]=[C:28](Cl)[C:23]=2[CH2:22]1)[C:15]1[CH:20]=[CH:19][CH:18]=[CH:17][CH:16]=1. Product: [C:1]([O:5][C:6]([N:8]1[CH2:12][CH2:11][C@H:10]([O:13][C:28]2[C:23]3[CH2:22][N:21]([CH2:14][C:15]4[CH:20]=[CH:19][CH:18]=[CH:17][CH:16]=4)[CH2:31][CH2:30][C:24]=3[N:25]=[CH:26][N:27]=2)[CH2:9]1)=[O:7])([CH3:4])([CH3:2])[CH3:3]. The catalyst class is: 1.